Dataset: Peptide-MHC class I binding affinity with 185,985 pairs from IEDB/IMGT. Task: Regression. Given a peptide amino acid sequence and an MHC pseudo amino acid sequence, predict their binding affinity value. This is MHC class I binding data. (1) The peptide sequence is NEGPQREPW. The MHC is Mamu-B17 with pseudo-sequence Mamu-B17. The binding affinity (normalized) is 0.192. (2) The peptide sequence is LLLPSTDVNK. The MHC is HLA-A31:01 with pseudo-sequence HLA-A31:01. The binding affinity (normalized) is 0.259. (3) The peptide sequence is AVASGLLWV. The MHC is HLA-A02:06 with pseudo-sequence HLA-A02:06. The binding affinity (normalized) is 0.773. (4) The MHC is HLA-B15:01 with pseudo-sequence HLA-B15:01. The binding affinity (normalized) is 0.571. The peptide sequence is MACHRVLTY. (5) The peptide sequence is VVYPTVTAPV. The MHC is HLA-A24:02 with pseudo-sequence HLA-A24:02. The binding affinity (normalized) is 0.310.